This data is from Experimentally validated miRNA-target interactions with 360,000+ pairs, plus equal number of negative samples. The task is: Binary Classification. Given a miRNA mature sequence and a target amino acid sequence, predict their likelihood of interaction. (1) The miRNA is hsa-miR-3180-3p with sequence UGGGGCGGAGCUUCCGGAGGCC. The protein sequence of the target gene is MGSCCSCPDKDTVPDNHRNKFKVINVDDDGNELGSGVMELTDTELILYTRKRDSVKWHYLCLRRYGYDSNLFSFESGRRCQTGQGIFAFKCARAEELFNMLQEIMQNNSINVVEEPVVERSSHQTELEVPRTPRTPTTPGLGAQNLPNGYPRYPSFGDASSHPSSRHPSVGSARLPSVGEESTHPLLVAEEQVHTYVNTTGVQEERKNRASVHVPPEARVSNAESNTPKEEPSNPEDRDPQVLLKPEGVRFVLGPTPVQKQLMEKEKLEQLGKDPVSGSGAGNTEWDTGYDSDERRDVPP.... Result: 0 (no interaction). (2) The miRNA is hsa-miR-4714-5p with sequence AACUCUGACCCCUUAGGUUGAU. The protein sequence of the target gene is MMLSPDQAADSDHPSSAHSDPESLGGTDTKVLGSVSDLEPVEEAEGDGKGGSRAALYPHPQQLSREEKRRRRRATAKYRSAHATRERIRVEAFNLAFAELRKLLPTLPPDKKLSKIEILRLAICYISYLNHVLDV. Result: 1 (interaction). (3) The miRNA is hsa-miR-5739 with sequence GCGGAGAGAGAAUGGGGAGC. The protein sequence of the target gene is MGAVLGVFSLASWVPCLCSGASCLLCSCCPISKNSTVTRLIYAFILFLGTIVSCIMMTEGIQTQLKKIPGFCEGGFQIKMVDTKAEKDCDVLVGFKAVYRINFAVAIFFFAFFLLMLKVKTSKDPRAAVHNGFWFFKIAAIIGIMIGSFYIPGGSFTEVWFVAGMLGASFFIIIQLVLLVDMAHSWNELWVNRMEEGNPRLWYAALLSFTSLFYILSIVFAALLYVFYTKPDDCTENKVFISLNLIFCVAVSIVSILPKVQEHQPRSGLLQSSIITLYTLYLTWSAMTNEPERSCNPSLM.... Result: 0 (no interaction). (4) The miRNA is mmu-miR-449a-3p with sequence CAGCUAACAUGCGACUGCUCUC. The protein sequence of the target gene is MQSREDAPRSRRLASPRGGKRPKKIHKPTVSAFFTGPEELKDTAHSAALLAQLKSFYDARLLCDVTIEVVTPGSGPGTGRLFPCNRNVLAAACPYFKSMFTGGMYESQQASVTMHDVDAESFEVLVDYCYTGRVSLSEANVERLYAASDMLQLEYVREACASFLARRLDLTNCTAILKFADAFGHRKLRSQAQSYIAQNFKQLSHMGSIREETLADLTLAQLLAVLRLDSLDVESEQTVCHVAVQWLEAAPKERGPSAAEVFKCVRWMHFTEEDQDYLEGLLTKPIVKKYCLDVIEGALQ.... Result: 0 (no interaction). (5) The miRNA is hsa-miR-302a-3p with sequence UAAGUGCUUCCAUGUUUUGGUGA. The protein sequence of the target gene is MVPKADSGAFLLLFLLVLTVTEPLRPELRCNPGQFACHGGTIQCIPLPWQCDGWPTCEDKSDEADCPVTGEARPYGKETVDLRQGRARGGDPTHFHTVNVAQPVRFSSFLGKCPSGWHHYEGTASCYRVYLSGENYWDAAQTCQRVNGSLATFSTDQELRFVLAQEWDQPERSFGWKDQRKLWVGYQYVITGRNHSLEGRWEVAFKGSPEVFLPPDPIFASAMSENDNVFCAQLQCFHFPTLRHHDLHSWHAESCSEKSSFLCKRSQTCVDIKDNVVDEGFYFTPKGDDPCLSCTCHRGE.... Result: 0 (no interaction). (6) The miRNA is cel-miR-270 with sequence GGCAUGAUGUAGCAGUGGAG. The protein sequence of the target gene is MPVRPDLQQLEKCIDDALRKNDFKPLLALLQIDICEDVKIKCSKQFLRKLDDLICRELNKKDIQTVSSILISIGRCSKNIFILGQAGLQTMIKQGLVQKMVSWFENSKEIILNQQQSKDEAVMNMIEDLFDLLMVIYDISDEGKNQVLESFIPQICALVIDSRVNFCIQQEALKKMNLMLDRIPQDANKILSNQEMLTLMSNMGERILDVGDYELQVGIVEALCRMTTEKRRQELAYEWFSMDFIANAFKEIKDCEFETDCRIFLNLVNGILGDKRRVYTFPCLSAFLGKYELQIPSDEK.... Result: 0 (no interaction). (7) The miRNA is hsa-miR-646 with sequence AAGCAGCUGCCUCUGAGGC. The protein sequence of the target gene is MRGPGHPLLLGLLLVLGAAGRGRGGAEPREPADGQALLRLVVELVQELRKHHSAEHKGLQLLGRDCALGRAEAAGLGPSPEQRVEIVPRDLRMKDKFLKHLTGPLYFSPKCSKHFHRLYHNTRDCTIPAYYKRCARLLTRLAVSPVCMEDKQ. Result: 0 (no interaction). (8) The miRNA is hsa-miR-5004-5p with sequence UGAGGACAGGGCAAAUUCACGA. The protein sequence of the target gene is MASEKPQDLMVTCTAPVNIAVIKYWGKRDEALILPINSSLSVTLHQDQLKTTTTVAISKDFTEDRIWLNGREEDVGQPRLQACLREIRRLARKRRSTEDGDTLPLSLSYKVHVASVNNFPTAAGLASSAAGYACLAYTLAQVYGVEGDLSEVARRGSGSACRSLYGGFVEWQMGEQADGKDSIARQIAPEWHWPQLRILILVVSADKKQTGSTVGMQTSVETSTLLKFRAESVVPERMKEMTRCIQEQDFQGFAQLTMKDSNQFHATCLDTFPPISYLNDTSRRIIQLVHRFNTHQGQTK.... Result: 0 (no interaction). (9) The miRNA is hsa-miR-548f-3p with sequence AAAAACUGUAAUUACUUUU. The protein sequence of the target gene is MAEKRHGAWFGFGFCGFGQALGSGNSHHSVYSPEPLHASDDICQVSAGWSYTALVTRGGRVELSGSVSGAADGCRDVWASEELLVLLRNKGGSSTEVQAWVPGSALQGEPLWVQNLVSGAKGQGEDEPSRESRMGTLPLLPCARAYVTPEPPFCQPLAPELRVRQLELGAEHVLLLCAAGQVFSWGAGRHGQLGHGTLEAELEPRLLEALQGLRMAKVAAGGWHSVCLSETGDIYIWGWNESGQLALPTRSGTENKAEREEATELNEDGLKEELAVADAGAPAHFIAIQPFPALLDLPLG.... Result: 0 (no interaction).